Dataset: Reaction yield outcomes from USPTO patents with 853,638 reactions. Task: Predict the reaction yield, written as a fraction of the theoretical maximum amount of product (1.0 means a 100% yield; for example, 0.34 means a 34% yield). (1) The reactants are [N+:1]([CH2:3][C:4]([O:6][CH2:7][CH3:8])=[O:5])#[C-:2].C1CCN2C(=NCCC2)CC1.[F:20][C:21]1[CH:26]=[CH:25][C:24](/[CH:27]=[C:28](/[N+]([O-])=O)\[CH3:29])=[CH:23][CH:22]=1. The catalyst is C1COCC1. The product is [F:20][C:21]1[CH:26]=[CH:25][C:24]([C:27]2[C:28]([CH3:29])=[CH:2][NH:1][C:3]=2[C:4]([O:6][CH2:7][CH3:8])=[O:5])=[CH:23][CH:22]=1. The yield is 0.730. (2) The reactants are [N:1]1([C:7]([C:9]2[S:10][CH:11]=[CH:12][CH:13]=2)=[O:8])[CH2:6][CH2:5][NH:4][CH2:3][CH2:2]1.Cl[C:15]1[C:24]2[C:19](=[CH:20][CH:21]=[C:22]([CH3:25])[CH:23]=2)[NH:18][C:17](=[O:26])[C:16]=1[C:27]#[N:28]. The product is [CH3:25][C:22]1[CH:23]=[C:24]2[C:19](=[CH:20][CH:21]=1)[NH:18][C:17](=[O:26])[C:16]([C:27]#[N:28])=[C:15]2[N:4]1[CH2:5][CH2:6][N:1]([C:7]([C:9]2[S:10][CH:11]=[CH:12][CH:13]=2)=[O:8])[CH2:2][CH2:3]1. The catalyst is C1(C)C=CC=CC=1. The yield is 0.920. (3) The reactants are [C:1]([O:5][C:6]([NH:8][C:9]1[CH:14]=[CH:13][C:12]([N+:15]([O-])=O)=[CH:11][N:10]=1)=[O:7])([CH3:4])([CH3:3])[CH3:2]. The yield is 0.970. The catalyst is CO.C(OCC)(=O)C.[Pd]. The product is [NH2:15][C:12]1[CH:13]=[CH:14][C:9]([NH:8][C:6]([O:5][C:1]([CH3:4])([CH3:3])[CH3:2])=[O:7])=[N:10][CH:11]=1. (4) The reactants are [Cl:1][C:2]1[CH:25]=[CH:24][CH:23]=[C:22]([F:26])[C:3]=1[O:4][C:5]1[CH2:9][N:8]([C@@H:10]([CH2:14][CH:15]2[CH2:20][CH2:19][CH2:18][CH2:17][CH2:16]2)[C:11]([OH:13])=O)[C:7](=[O:21])[CH:6]=1.[N:27]1[CH:32]=[CH:31][N:30]=[CH:29][C:28]=1[NH2:33].F[P-](F)(F)(F)(F)F.Br[P+](N1CCCC1)(N1CCCC1)N1CCCC1.C(N(CC)C(C)C)(C)C.Cl. The catalyst is ClCCl.C(OCC)(=O)C.C(OCC)C. The product is [ClH:1].[Cl:1][C:2]1[CH:25]=[CH:24][CH:23]=[C:22]([F:26])[C:3]=1[O:4][C:5]1[CH2:9][N:8]([C@@H:10]([CH2:14][CH:15]2[CH2:20][CH2:19][CH2:18][CH2:17][CH2:16]2)[C:11]([NH:33][C:28]2[CH:29]=[N:30][CH:31]=[CH:32][N:27]=2)=[O:13])[C:7](=[O:21])[CH:6]=1. The yield is 0.330. (5) The reactants are [Cl-].O[NH3+:3].[C:4](=[O:7])([O-])[OH:5].[Na+].CS(C)=O.[OH:13][C:14]([CH3:53])([CH2:51][CH3:52])[CH2:15][O:16][C@H:17]1[CH2:22][CH2:21][C@H:20]([N:23]2[C:28](=[O:29])[C:27]([CH2:30][C:31]3[CH:36]=[CH:35][C:34]([C:37]4[C:38]([C:43]#[N:44])=[CH:39][CH:40]=[CH:41][CH:42]=4)=[CH:33][CH:32]=3)=[C:26]([CH2:45][CH2:46][CH3:47])[N:25]3[N:48]=[CH:49][N:50]=[C:24]23)[CH2:19][CH2:18]1. The catalyst is O.C(OCC)(=O)C. The product is [OH:13][C:14]([CH3:53])([CH2:51][CH3:52])[CH2:15][O:16][C@H:17]1[CH2:22][CH2:21][C@H:20]([N:23]2[C:28](=[O:29])[C:27]([CH2:30][C:31]3[CH:36]=[CH:35][C:34]([C:37]4[CH:42]=[CH:41][CH:40]=[CH:39][C:38]=4[C:43]4[NH:3][C:4](=[O:7])[O:5][N:44]=4)=[CH:33][CH:32]=3)=[C:26]([CH2:45][CH2:46][CH3:47])[N:25]3[N:48]=[CH:49][N:50]=[C:24]23)[CH2:19][CH2:18]1. The yield is 0.730.